Dataset: Peptide-MHC class II binding affinity with 134,281 pairs from IEDB. Task: Regression. Given a peptide amino acid sequence and an MHC pseudo amino acid sequence, predict their binding affinity value. This is MHC class II binding data. (1) The peptide sequence is FNGGESKLKAEATTD. The MHC is HLA-DQA10501-DQB10201 with pseudo-sequence HLA-DQA10501-DQB10201. The binding affinity (normalized) is 0.135. (2) The peptide sequence is AFILDGDNLFPGV. The MHC is DRB3_0101 with pseudo-sequence DRB3_0101. The binding affinity (normalized) is 0.916. (3) The peptide sequence is ESKYFAATQFEPLAA. The MHC is HLA-DQA10501-DQB10301 with pseudo-sequence HLA-DQA10501-DQB10301. The binding affinity (normalized) is 0.272. (4) The peptide sequence is GAATVAAGAATTAAG. The MHC is DRB1_1001 with pseudo-sequence DRB1_1001. The binding affinity (normalized) is 0.204. (5) The peptide sequence is FHVRGARRSGDVLWD. The MHC is DRB3_0202 with pseudo-sequence DRB3_0202. The binding affinity (normalized) is 0. (6) The peptide sequence is AAVGATPEAKFDSFV. The MHC is DRB1_1001 with pseudo-sequence DRB1_1001. The binding affinity (normalized) is 0.372.